Dataset: Forward reaction prediction with 1.9M reactions from USPTO patents (1976-2016). Task: Predict the product of the given reaction. (1) Given the reactants [N+:1]([C:4]1[CH:32]=[CH:31][C:7]([CH2:8][N:9]2[CH:13]=[C:12]([C:14]3[CH:19]=[CH:18][C:17]([Cl:20])=[CH:16][C:15]=3[Cl:21])[N:11]=[C:10]2/[CH:22]=[CH:23]/[C:24]2[CH:29]=[CH:28][C:27]([OH:30])=[CH:26][CH:25]=2)=[CH:6][CH:5]=1)([O-])=O.Br[CH2:34][CH2:35][CH2:36][C:37]([F:40])([F:39])[F:38], predict the reaction product. The product is: [Cl:21][C:15]1[CH:16]=[C:17]([Cl:20])[CH:18]=[CH:19][C:14]=1[C:12]1[N:11]=[C:10](/[CH:22]=[CH:23]/[C:24]2[CH:29]=[CH:28][C:27]([O:30][CH2:34][CH2:35][CH2:36][C:37]([F:40])([F:39])[F:38])=[CH:26][CH:25]=2)[N:9]([CH2:8][C:7]2[CH:31]=[CH:32][C:4]([NH2:1])=[CH:5][CH:6]=2)[CH:13]=1. (2) Given the reactants [CH2:1]([O:8][C:9]1[CH:10]=[C:11]([CH:14]=[C:15]([N+:25]([O-:27])=[O:26])[C:16]=1[O:17][CH2:18][C:19]1[CH:24]=[CH:23][CH:22]=[CH:21][CH:20]=1)[C:12]#[N:13])[C:2]1[CH:7]=[CH:6][CH:5]=[CH:4][CH:3]=1.[N-:28]=[N+:29]=[N-:30].[Na+].[Cl-].[NH4+].Cl, predict the reaction product. The product is: [CH2:1]([O:8][C:9]1[CH:10]=[C:11]([C:12]2[N:28]=[N:29][NH:30][N:13]=2)[CH:14]=[C:15]([N+:25]([O-:27])=[O:26])[C:16]=1[O:17][CH2:18][C:19]1[CH:20]=[CH:21][CH:22]=[CH:23][CH:24]=1)[C:2]1[CH:7]=[CH:6][CH:5]=[CH:4][CH:3]=1. (3) The product is: [CH:13]([O:11][C:10](=[O:12])[CH2:9][C:6]1[CH:5]=[CH:4][C:3]([O:2][CH3:1])=[CH:8][CH:7]=1)([CH3:15])[CH3:14]. Given the reactants [CH3:1][O:2][C:3]1[CH:8]=[CH:7][C:6]([CH2:9][C:10]([OH:12])=[O:11])=[CH:5][CH:4]=1.[CH:13](O)([CH3:15])[CH3:14].C1(P(C2C=CC=CC=2)C2C=CC=CC=2)C=CC=CC=1, predict the reaction product. (4) Given the reactants [NH2:1][C:2]1[CH:7]=[CH:6][C:5]([N:8]2[C:14](=[O:15])[CH2:13][C:12](=[O:16])[NH:11][C:10]3[C:17]4[C:22]([CH:23]=[CH:24][C:9]2=3)=[CH:21][CH:20]=[CH:19][CH:18]=4)=[CH:4][CH:3]=1.O=C1CC(=O)N(C2C=CC(C(OCC)=O)=CC=2)C2C=CC3C(C=2N1)=CC=CC=3.[Cl:53][C:54]1[CH:64]=[CH:63][CH:62]=[CH:61][C:55]=1[CH:56]=[CH:57][C:58](Cl)=[O:59].O=C1CC(=O)N(C2C=CC(C(O)=O)=CC=2)C2C=CC3C(C=2N1)=CC=CC=3, predict the reaction product. The product is: [Cl:53][C:54]1[CH:64]=[CH:63][CH:62]=[CH:61][C:55]=1[CH:56]=[CH:57][C:58]([NH:1][C:2]1[CH:7]=[CH:6][C:5]([N:8]2[C:14](=[O:15])[CH2:13][C:12](=[O:16])[NH:11][C:10]3[C:17]4[C:22]([CH:23]=[CH:24][C:9]2=3)=[CH:21][CH:20]=[CH:19][CH:18]=4)=[CH:4][CH:3]=1)=[O:59]. (5) Given the reactants [F:1][C:2]1[CH:3]=[C:4]([N:9]2[C:13]([CH3:15])([CH3:14])[C:12](=[O:16])[N:11]([C:17]3[CH:24]=[CH:23][C:20]([C:21]#[N:22])=[C:19]([C:25]([F:28])([F:27])[F:26])[CH:18]=3)[C:10]2=[S:29])[CH:5]=[CH:6][C:7]=1[OH:8].[O:30]1[CH2:34][CH2:33][C@@H:32](OS(C2C=CC(C)=CC=2)(=O)=O)[CH2:31]1.C(=O)([O-])[O-].[Cs+].[Cs+].CN(C)C(=O)C, predict the reaction product. The product is: [F:1][C:2]1[CH:3]=[C:4]([N:9]2[C:13]([CH3:14])([CH3:15])[C:12](=[O:16])[N:11]([C:17]3[CH:24]=[CH:23][C:20]([C:21]#[N:22])=[C:19]([C:25]([F:26])([F:27])[F:28])[CH:18]=3)[C:10]2=[S:29])[CH:5]=[CH:6][C:7]=1[O:8][C@H:32]1[CH2:33][CH2:34][O:30][CH2:31]1. (6) Given the reactants [OH:1][C:2]1[CH:7]=[CH:6][N:5]2[N:8]=[CH:9][C:10]([C:11]([O:13][CH3:14])=[O:12])=[C:4]2[CH:3]=1.Br[CH2:16][CH2:17][O:18][CH2:19][C:20]1[CH:25]=[CH:24][CH:23]=[CH:22][CH:21]=1, predict the reaction product. The product is: [CH2:19]([O:18][CH2:17][CH2:16][O:1][C:2]1[CH:7]=[CH:6][N:5]2[N:8]=[CH:9][C:10]([C:11]([O:13][CH3:14])=[O:12])=[C:4]2[CH:3]=1)[C:20]1[CH:25]=[CH:24][CH:23]=[CH:22][CH:21]=1. (7) Given the reactants OC1C=CC=CC=1N[C:9]([C:11]1[N:12]=[CH:13][N:14]2[C:19](=[O:20])[N:18]([CH2:21][O:22][CH3:23])[N:17]=[N:16][C:15]=12)=[O:10].[C:24]1(P([C:24]2[CH:29]=[CH:28][CH:27]=[CH:26][CH:25]=2)[C:24]2[CH:29]=[CH:28][CH:27]=[CH:26][CH:25]=2)[CH:29]=[CH:28][CH:27]=[CH:26][CH:25]=1.N(C(OC(C)C)=O)=[N:44][C:45](OC(C)C)=[O:46], predict the reaction product. The product is: [O:46]1[C:25]2[CH:26]=[CH:27][CH:28]=[CH:29][C:24]=2[N:44]=[C:45]1[C:9]([C:11]1[N:12]=[CH:13][N:14]2[C:19](=[O:20])[N:18]([CH2:21][O:22][CH3:23])[N:17]=[N:16][C:15]=12)=[O:10].